This data is from Forward reaction prediction with 1.9M reactions from USPTO patents (1976-2016). The task is: Predict the product of the given reaction. Given the reactants [CH2:1]([N:3]([CH2:22][CH3:23])[CH2:4][CH2:5][N:6]1[CH2:11][CH2:10][N:9]([C:12]2[CH:13]=[CH:14][C:15]([N+:19]([O-])=O)=[C:16]([CH:18]=2)[NH2:17])[CH2:8][CH2:7]1)[CH3:2], predict the reaction product. The product is: [CH2:22]([N:3]([CH2:1][CH3:2])[CH2:4][CH2:5][N:6]1[CH2:11][CH2:10][N:9]([C:12]2[CH:18]=[C:16]([NH2:17])[C:15]([NH2:19])=[CH:14][CH:13]=2)[CH2:8][CH2:7]1)[CH3:23].